The task is: Predict the reaction yield, written as a fraction of the theoretical maximum amount of product (1.0 means a 100% yield; for example, 0.34 means a 34% yield).. This data is from Reaction yield outcomes from USPTO patents with 853,638 reactions. (1) The reactants are [CH3:1][C:2]([CH3:22])([CH2:7][C:8]1[CH:13]=[CH:12][CH:11]=[C:10]([O:14]CC2C=CC=CC=2)[CH:9]=1)[C:3]([O:5][CH3:6])=[O:4]. The catalyst is CO.Cl.[Pd]. The product is [CH3:1][C:2]([CH3:22])([CH2:7][C:8]1[CH:13]=[CH:12][CH:11]=[C:10]([OH:14])[CH:9]=1)[C:3]([O:5][CH3:6])=[O:4]. The yield is 0.970. (2) The reactants are [O:1]([CH2:3][C:4]([OH:6])=[O:5])[NH2:2].C(N(CC)CC)C.[CH2:14]([N:21]=[C:22]=[O:23])[C:15]1[CH:20]=[CH:19][CH:18]=[CH:17][CH:16]=1. The catalyst is ClCCl.O1CCCC1.C(OCC)(=O)C. The product is [CH2:14]([NH:21][C:22](=[O:23])[NH:2][O:1][CH2:3][C:4]([OH:6])=[O:5])[C:15]1[CH:20]=[CH:19][CH:18]=[CH:17][CH:16]=1. The yield is 0.330. (3) The reactants are [C:1]1([NH:7][C:8]2[CH:17]=[CH:16][C:11]([C:12]([O:14]C)=[O:13])=[CH:10][CH:9]=2)[CH:6]=[CH:5][CH:4]=[CH:3][CH:2]=1.[OH-].[Li+]. The yield is 0.900. The product is [C:1]1([NH:7][C:8]2[CH:17]=[CH:16][C:11]([C:12]([OH:14])=[O:13])=[CH:10][CH:9]=2)[CH:2]=[CH:3][CH:4]=[CH:5][CH:6]=1. The catalyst is C1COCC1.CO. (4) The reactants are C(OC([N:8]1[CH:12]=[CH:11][CH:10]=[C:9]1[C:13]1[C:14]2[C:18]([CH:19]=[CH:20][CH:21]=1)=[N:17][N:16]1[C:22]([CH:27]3[CH2:32][CH2:31][N:30](C(OC(C)(C)C)=O)[CH2:29][CH2:28]3)=[CH:23][C:24](=[O:26])[NH:25][C:15]=21)=O)(C)(C)C.[ClH:40]. The catalyst is O1CCOCC1. The product is [ClH:40].[NH:30]1[CH2:31][CH2:32][CH:27]([C:22]2[N:16]3[N:17]=[C:18]4[C:14]([C:13]([C:9]5[NH:8][CH:12]=[CH:11][CH:10]=5)=[CH:21][CH:20]=[CH:19]4)=[C:15]3[NH:25][C:24](=[O:26])[CH:23]=2)[CH2:28][CH2:29]1. The yield is 0.740. (5) The reactants are [C:1]([C:3]([C:6]1[CH:7]=[C:8]([CH:21]=[CH:22][CH:23]=1)[C:9]([NH:11][C:12]1[CH:17]=[CH:16][CH:15]=[C:14]([NH:18][CH:19]=O)[CH:13]=1)=[O:10])([CH3:5])[CH3:4])#[N:2].C(N(C(C)C)C(C)C)C.ClC1[N:39]=[C:38]([S:40][C:41]#[N:42])[C:37]([N+:43]([O-:45])=[O:44])=[CH:36][N:35]=1.C(=O)([O-])O.[Na+]. The catalyst is O1CCCC1. The product is [C:1]([C:3]([C:6]1[CH:7]=[C:8]([C:9]([NH:11][C:12]2[CH:13]=[C:14]([NH:18][C:19]3[N:39]=[C:38]([S:40][C:41]#[N:42])[C:37]([N+:43]([O-:45])=[O:44])=[CH:36][N:35]=3)[CH:15]=[CH:16][CH:17]=2)=[O:10])[CH:21]=[CH:22][CH:23]=1)([CH3:5])[CH3:4])#[N:2]. The yield is 0.840. (6) The catalyst is CC(C)=O. The reactants are [N:1]1[C:8]([Cl:9])=[N:7][C:5]([Cl:6])=[N:4][C:2]=1Cl.Cl[C:11]1[CH:12]=[C:13]([CH:16]=[CH:17][C:18]=1[NH2:19])[O:14][CH3:15].[OH-].[Na+].[ClH:22]. The yield is 0.960. The product is [Cl:22][C:12]1[CH:11]=[C:18]([NH:19][C:2]2[N:1]=[C:8]([Cl:9])[N:7]=[C:5]([Cl:6])[N:4]=2)[CH:17]=[CH:16][C:13]=1[O:14][CH3:15].